Task: Predict the product of the given reaction.. Dataset: Forward reaction prediction with 1.9M reactions from USPTO patents (1976-2016) (1) Given the reactants Cl[CH2:2][C:3]([NH:5][C:6]1[CH:11]=[C:10]([C:12]2[NH:20][C:19]3[C:14](=[N:15][CH:16]=[C:17]([Cl:21])[CH:18]=3)[C:13]=2[C:22]2[CH:27]=[CH:26][C:25]([F:28])=[CH:24][N:23]=2)[CH:9]=[CH:8][N:7]=1)=[O:4].[N:29]1([C:35](=[O:37])[CH3:36])[CH2:34][CH2:33][NH:32][CH2:31][CH2:30]1.C(O)(C(F)(F)F)=O, predict the reaction product. The product is: [C:35]([N:29]1[CH2:34][CH2:33][N:32]([CH2:2][C:3]([NH:5][C:6]2[CH:11]=[C:10]([C:12]3[NH:20][C:19]4[C:14](=[N:15][CH:16]=[C:17]([Cl:21])[CH:18]=4)[C:13]=3[C:22]3[CH:27]=[CH:26][C:25]([F:28])=[CH:24][N:23]=3)[CH:9]=[CH:8][N:7]=2)=[O:4])[CH2:31][CH2:30]1)(=[O:37])[CH3:36]. (2) Given the reactants O=C1C2C(=CC=CC=2)C(=O)[N:3]1[CH2:12][CH2:13][S:14]([NH:17][CH:18]1[CH2:23][CH2:22][N:21]([C:24]2[CH:29]=[CH:28][C:27]([C:30]3[C:38]4[C:33](=[CH:34][C:35]([F:39])=[CH:36][CH:37]=4)[NH:32][CH:31]=3)=[CH:26][N:25]=2)[CH2:20][CH2:19]1)(=[O:16])=[O:15].O.NN, predict the reaction product. The product is: [NH2:3][CH2:12][CH2:13][S:14]([NH:17][CH:18]1[CH2:23][CH2:22][N:21]([C:24]2[CH:29]=[CH:28][C:27]([C:30]3[C:38]4[C:33](=[CH:34][C:35]([F:39])=[CH:36][CH:37]=4)[NH:32][CH:31]=3)=[CH:26][N:25]=2)[CH2:20][CH2:19]1)(=[O:15])=[O:16].